Task: Predict the reactants needed to synthesize the given product.. Dataset: Full USPTO retrosynthesis dataset with 1.9M reactions from patents (1976-2016) (1) Given the product [N:19]1[CH:24]=[CH:23][CH:22]=[CH:21][C:20]=1[N:25]1[CH2:26][CH2:27][N:28]([CH2:11][CH2:10][CH:9]([C:7]([CH:1]2[CH2:6][CH2:5][CH2:4][CH2:3][CH2:2]2)=[O:8])[C:13]2[CH:18]=[CH:17][CH:16]=[CH:15][CH:14]=2)[CH2:29][CH2:30]1, predict the reactants needed to synthesize it. The reactants are: [CH:1]1([C:7]([CH:9]([C:13]2[CH:18]=[CH:17][CH:16]=[CH:15][CH:14]=2)[CH2:10][CH:11]=O)=[O:8])[CH2:6][CH2:5][CH2:4][CH2:3][CH2:2]1.[N:19]1[CH:24]=[CH:23][CH:22]=[CH:21][C:20]=1[N:25]1[CH2:30][CH2:29][NH:28][CH2:27][CH2:26]1.[Na]. (2) Given the product [Br:1][C:2]1[C:10]([OH:11])=[CH:9][CH:8]=[C:7]2[C:3]=1[CH:4]=[CH:5][NH:6]2, predict the reactants needed to synthesize it. The reactants are: [Br:1][C:2]1[C:10]([O:11]C)=[CH:9][CH:8]=[C:7]2[C:3]=1[CH:4]=[CH:5][NH:6]2.B(Br)(Br)Br. (3) Given the product [Br:1][C:2]1[CH:8]=[C:7]([F:9])[CH:6]=[CH:5][C:3]=1[N:4]([S:18]([CH3:17])(=[O:20])=[O:19])[S:18]([CH3:17])(=[O:20])=[O:19], predict the reactants needed to synthesize it. The reactants are: [Br:1][C:2]1[CH:8]=[C:7]([F:9])[CH:6]=[CH:5][C:3]=1[NH2:4].C(N(CC)CC)C.[CH3:17][S:18](Cl)(=[O:20])=[O:19].Cl. (4) Given the product [N:36]1([C:42]([N:4]2[CH2:5][CH2:6][N:1]([C:7]3[CH:8]=[CH:9][C:10]([NH:13][C:14]([C:16]4[O:17][C:18]5[C:23]([C:24](=[O:26])[CH:25]=4)=[CH:22][C:21]([O:27][CH3:28])=[CH:20][C:19]=5[N:29]4[CH2:30][CH2:31][N:32]([CH3:35])[CH2:33][CH2:34]4)=[O:15])=[CH:11][CH:12]=3)[CH2:2][CH2:3]2)=[O:43])[CH2:41][CH2:40][O:39][CH2:38][CH2:37]1, predict the reactants needed to synthesize it. The reactants are: [N:1]1([C:7]2[CH:12]=[CH:11][C:10]([NH:13][C:14]([C:16]3[O:17][C:18]4[C:23]([C:24](=[O:26])[CH:25]=3)=[CH:22][C:21]([O:27][CH3:28])=[CH:20][C:19]=4[N:29]3[CH2:34][CH2:33][N:32]([CH3:35])[CH2:31][CH2:30]3)=[O:15])=[CH:9][CH:8]=2)[CH2:6][CH2:5][NH:4][CH2:3][CH2:2]1.[N:36]1([C:42](Cl)=[O:43])[CH2:41][CH2:40][O:39][CH2:38][CH2:37]1. (5) Given the product [F:1][C:2]1[CH:36]=[CH:35][C:5]([CH2:6][N:7]2[C:15]3[CH:14]=[CH:13][CH:12]=[CH:11][C:10]=3[C:9]3[CH2:16][C@H:17]4[C:22](=[O:23])[N:21]([CH2:24][CH2:25][CH2:26][C:27]([OH:29])=[O:28])[C:20](=[O:34])[N:18]4[CH2:19][C:8]2=3)=[CH:4][CH:3]=1, predict the reactants needed to synthesize it. The reactants are: [F:1][C:2]1[CH:36]=[CH:35][C:5]([CH2:6][N:7]2[C:15]3[CH:14]=[CH:13][CH:12]=[CH:11][C:10]=3[C:9]3[CH2:16][C@H:17]4[C:22](=[O:23])[N:21]([CH2:24][CH2:25][CH2:26][C:27]([O:29]C(C)(C)C)=[O:28])[C:20](=[O:34])[N:18]4[CH2:19][C:8]2=3)=[CH:4][CH:3]=1.Cl. (6) The reactants are: [C:1]([OH:9])(=[O:8])[C:2]1[CH:7]=[CH:6][CH:5]=[CH:4][CH:3]=1.O.[C:11](=[O:18])([S:15][CH2:16][CH3:17])[O:12][CH2:13]I. Given the product [CH2:16]([S:15][C:11]([O:12][CH2:13][O:8][C:1](=[O:9])[C:2]1[CH:7]=[CH:6][CH:5]=[CH:4][CH:3]=1)=[O:18])[CH3:17], predict the reactants needed to synthesize it. (7) Given the product [ClH:1].[ClH:1].[CH:2]1([NH:8][C:9](=[O:10])[O:11][CH2:12][C:13]2[N:17]3[C:18](=[O:34])[N:19]([CH:21]4[CH2:22][CH2:23][NH:24][CH2:25][CH2:26]4)[CH2:20][C:16]3=[CH:15][N:14]=2)[CH2:7][CH2:6][CH2:5][CH2:4][CH2:3]1, predict the reactants needed to synthesize it. The reactants are: [ClH:1].[CH:2]1([NH:8][C:9]([O:11][CH2:12][C:13]2[N:17]3[C:18](=[O:34])[N:19]([CH:21]4[CH2:26][CH2:25][N:24](C(OC(C)(C)C)=O)[CH2:23][CH2:22]4)[CH2:20][C:16]3=[CH:15][N:14]=2)=[O:10])[CH2:7][CH2:6][CH2:5][CH2:4][CH2:3]1.